This data is from Full USPTO retrosynthesis dataset with 1.9M reactions from patents (1976-2016). The task is: Predict the reactants needed to synthesize the given product. (1) Given the product [Br:1][C:2]1[C:3]([Cl:12])=[C:4]([C:8]([O:10][CH3:11])=[O:9])[S:5][CH:6]=1, predict the reactants needed to synthesize it. The reactants are: [Br:1][C:2]1[C:3]([Cl:12])=[C:4]([C:8]([O:10][CH3:11])=[O:9])[S:5][C:6]=1Br.[Li]CCCC. (2) Given the product [CH3:2][O:3][CH:4]=[CH:35][C:34]1[C:37]([F:39])=[CH:38][C:31]([Br:30])=[CH:32][C:33]=1[F:40], predict the reactants needed to synthesize it. The reactants are: [Cl-].[CH3:2][O:3][CH2:4][P+](C1C=CC=CC=1)(C1C=CC=CC=1)C1C=CC=CC=1.CC([O-])(C)C.[K+].[Br:30][C:31]1[CH:38]=[C:37]([F:39])[C:34]([CH:35]=O)=[C:33]([F:40])[CH:32]=1. (3) Given the product [CH2:1]([N:5]([S:15]([C:18]1[CH:23]=[CH:22][C:21]([N+:24]([O-:26])=[O:25])=[CH:20][CH:19]=1)(=[O:17])=[O:16])[C@H:6]([C:12]([OH:14])=[O:13])[CH2:7][CH2:8][CH2:9][CH2:10][NH:11][C:41]([CH:39]1[C:40]2[CH:27]=[CH:28][CH:29]=[CH:30][C:31]=2[O:32][C:33]2[C:38]1=[CH:37][CH:36]=[CH:35][CH:34]=2)=[O:42])[CH:2]([CH3:4])[CH3:3], predict the reactants needed to synthesize it. The reactants are: [CH2:1]([N:5]([S:15]([C:18]1[CH:23]=[CH:22][C:21]([N+:24]([O-:26])=[O:25])=[CH:20][CH:19]=1)(=[O:17])=[O:16])[C@H:6]([C:12]([OH:14])=[O:13])[CH2:7][CH2:8][CH2:9][CH2:10][NH2:11])[CH:2]([CH3:4])[CH3:3].[CH:27]1[C:40]2[CH:39]([C:41](O)=[O:42])[C:38]3[C:33](=[CH:34][CH:35]=[CH:36][CH:37]=3)[O:32][C:31]=2[CH:30]=[CH:29][CH:28]=1.